From a dataset of Retrosynthesis with 50K atom-mapped reactions and 10 reaction types from USPTO. Predict the reactants needed to synthesize the given product. (1) Given the product CC(=O)N1CCN(c2ccc(CCc3csc(CCCNC(=O)NN)c3)nc2)CC1, predict the reactants needed to synthesize it. The reactants are: CC(=O)N1CCN(c2ccc(CCc3csc(CCCNC(=O)NNC(=O)OC(C)(C)C)c3)nc2)CC1. (2) Given the product CCOC(=O)c1cc2cc(Cl)cc(C)c2nc1NC(Cc1c[nH]c2ccccc12)C(=O)O, predict the reactants needed to synthesize it. The reactants are: CCOC(=O)c1cc2cc(Cl)cc(C)c2nc1Cl.NC(Cc1c[nH]c2ccccc12)C(=O)O. (3) The reactants are: Cc1ccc(C(C)(C)O)cc1C(F)(F)F.O=C1CCC(=O)N1Br. Given the product CC(C)(O)c1ccc(CBr)c(C(F)(F)F)c1, predict the reactants needed to synthesize it.